This data is from Peptide-MHC class I binding affinity with 185,985 pairs from IEDB/IMGT. The task is: Regression. Given a peptide amino acid sequence and an MHC pseudo amino acid sequence, predict their binding affinity value. This is MHC class I binding data. (1) The peptide sequence is YLKPPTAPH. The MHC is HLA-B46:01 with pseudo-sequence HLA-B46:01. The binding affinity (normalized) is 0.0847. (2) The peptide sequence is LANETTQAL. The MHC is HLA-B07:02 with pseudo-sequence HLA-B07:02. The binding affinity (normalized) is 0.464. (3) The peptide sequence is HHSDDALFI. The MHC is HLA-A24:03 with pseudo-sequence HLA-A24:03. The binding affinity (normalized) is 0.0847. (4) The peptide sequence is ETALAIIRR. The MHC is HLA-A30:01 with pseudo-sequence HLA-A30:01. The binding affinity (normalized) is 0.213. (5) The peptide sequence is GMLECGFPT. The MHC is HLA-A02:16 with pseudo-sequence HLA-A02:16. The binding affinity (normalized) is 0.936.